Dataset: Full USPTO retrosynthesis dataset with 1.9M reactions from patents (1976-2016). Task: Predict the reactants needed to synthesize the given product. The reactants are: [F:1][C:2]1[CH:3]=[C:4]([CH:8]=[CH:9][C:10]=1[C:11]([F:14])([F:13])[F:12])[C:5]([NH2:7])=[O:6].C(Cl)(=O)[C:16](Cl)=[O:17]. Given the product [F:1][C:2]1[CH:3]=[C:4]([CH:8]=[CH:9][C:10]=1[C:11]([F:12])([F:13])[F:14])[C:5]([N:7]=[C:16]=[O:17])=[O:6], predict the reactants needed to synthesize it.